Dataset: Forward reaction prediction with 1.9M reactions from USPTO patents (1976-2016). Task: Predict the product of the given reaction. (1) Given the reactants Cl[C:2]1[CH:7]=[C:6]([N:8]2[CH2:13][CH2:12][O:11][CH:10]([C:14]3[NH:15][CH:16]=[C:17]([C:19]4[CH:24]=[CH:23][CH:22]=[C:21]([O:25][CH3:26])[CH:20]=4)[N:18]=3)[CH2:9]2)[N:5]=[C:4]([NH2:27])[N:3]=1.[F:28][C:29]1[CH:36]=[C:35](B2OC(C)(C)C(C)(C)O2)[CH:34]=[CH:33][C:30]=1[C:31]#[N:32].C([O-])([O-])=O.[Na+].[Na+], predict the reaction product. The product is: [NH2:27][C:4]1[N:3]=[C:2]([C:35]2[CH:34]=[CH:33][C:30]([C:31]#[N:32])=[C:29]([F:28])[CH:36]=2)[CH:7]=[C:6]([N:8]2[CH2:13][CH2:12][O:11][CH:10]([C:14]3[NH:15][CH:16]=[C:17]([C:19]4[CH:24]=[CH:23][CH:22]=[C:21]([O:25][CH3:26])[CH:20]=4)[N:18]=3)[CH2:9]2)[N:5]=1. (2) Given the reactants [CH3:1][C:2]1[O:3][CH:4]=[CH:5][C:6]=1[CH:7]=O.[NH2:9][C:10]1[CH:14]=[CH:13][NH:12][N:11]=1.O=[C:16]([CH2:23][CH2:24][CH3:25])[CH2:17][C:18]([O:20][CH2:21][CH3:22])=[O:19], predict the reaction product. The product is: [CH3:1][C:2]1[O:3][CH:4]=[CH:5][C:6]=1[CH:7]1[C:17]([C:18]([O:20][CH2:21][CH3:22])=[O:19])=[C:16]([CH2:23][CH2:24][CH3:25])[NH:9][C:10]2=[N:11][NH:12][CH:13]=[C:14]12.